This data is from Forward reaction prediction with 1.9M reactions from USPTO patents (1976-2016). The task is: Predict the product of the given reaction. (1) Given the reactants [C:1]([O-:5])(=O)[CH:2]=[O:3].N.O1CCOCC1.C(OP(O[N:22]1[C:27](=O)[C:26]2[CH:29]=[CH:30][CH:31]=[CH:32][C:25]=2[N:24]=N1)(OCC)=O)C.C([N:36](C(C)C)CC)(C)C, predict the reaction product. The product is: [O:3]=[C:2]([C:29]1[C:26]2[CH:27]=[N:22][CH:31]=[CH:32][C:25]=2[NH:24][CH:30]=1)[C:1]([NH2:36])=[O:5]. (2) Given the reactants [C:1]([O-])(=O)[CH:2]=[CH2:3].C1CC=CC=1.[C:11]1([CH3:17])[CH:16]=[CH:15][CH:14]=[CH:13][CH:12]=1, predict the reaction product. The product is: [CH2:2]1[CH:1]2[CH:14]3[CH:13]=[CH:12][CH:16]([CH:11]2[CH:17]=[CH:3]1)[CH2:15]3.